This data is from Full USPTO retrosynthesis dataset with 1.9M reactions from patents (1976-2016). The task is: Predict the reactants needed to synthesize the given product. (1) Given the product [CH3:1][O:2][C:3]1[CH:40]=[C:39]([O:41][CH3:42])[CH:38]=[CH:37][C:4]=1[CH2:5][N:6]([C:30]1[CH:35]=[CH:34][CH:33]=[C:32]([F:36])[N:31]=1)[S:7]([C:10]1[C:28]([F:29])=[CH:27][C:13]2[N:14]([C@@H:18]([C:20]3[CH:25]=[CH:24][CH:23]=[CH:22][C:21]=3[C:44]3([OH:43])[CH2:45][N:46]([C:48]([O:50][C:51]([CH3:53])([CH3:52])[CH3:54])=[O:49])[CH2:47]3)[CH3:19])[C:15](=[O:17])[O:16][C:12]=2[CH:11]=1)(=[O:9])=[O:8], predict the reactants needed to synthesize it. The reactants are: [CH3:1][O:2][C:3]1[CH:40]=[C:39]([O:41][CH3:42])[CH:38]=[CH:37][C:4]=1[CH2:5][N:6]([C:30]1[CH:35]=[CH:34][CH:33]=[C:32]([F:36])[N:31]=1)[S:7]([C:10]1[C:28]([F:29])=[CH:27][C:13]2[N:14]([C@@H:18]([C:20]3[CH:25]=[CH:24][CH:23]=[CH:22][C:21]=3I)[CH3:19])[C:15](=[O:17])[O:16][C:12]=2[CH:11]=1)(=[O:9])=[O:8].[O:43]=[C:44]1[CH2:47][N:46]([C:48]([O:50][C:51]([CH3:54])([CH3:53])[CH3:52])=[O:49])[CH2:45]1.[NH4+].[Cl-]. (2) Given the product [F:13][C:14]1[CH:19]=[CH:18][C:17]([C:2]2[C:3]3[N:4]([N:9]=[C:10]([NH2:12])[N:11]=3)[CH:5]=[C:6]([CH3:8])[CH:7]=2)=[C:16]([CH3:23])[CH:15]=1, predict the reactants needed to synthesize it. The reactants are: Br[C:2]1[C:3]2[N:4]([N:9]=[C:10]([NH2:12])[N:11]=2)[CH:5]=[C:6]([CH3:8])[CH:7]=1.[F:13][C:14]1[CH:19]=[CH:18][C:17](B(O)O)=[C:16]([CH3:23])[CH:15]=1.